This data is from Catalyst prediction with 721,799 reactions and 888 catalyst types from USPTO. The task is: Predict which catalyst facilitates the given reaction. Reactant: [OH:1][CH2:2][C:3]1C(N)=CC=CN=1.C(N(CC)CC)C.[F:17][C:18]1[CH:19]=[N:20][C:21]([O:27][C:28]2[CH:33]=[CH:32][CH:31]=[C:30]([S:34][CH3:35])[CH:29]=2)=[C:22]([CH:26]=1)[C:23]([OH:25])=O.Cl.CN(C)[CH2:39][CH2:40][CH2:41][N:42]=[C:43]=[N:44]CC.ON1C2C=CC=CC=2N=N1. Product: [F:17][C:18]1[CH:19]=[N:20][C:21]([O:27][C:28]2[CH:33]=[CH:32][CH:31]=[C:30]([S:34][CH3:35])[CH:29]=2)=[C:22]([CH:26]=1)[C:23]([NH:44][C:43]1[C:3]([CH2:2][OH:1])=[CH:39][CH:40]=[CH:41][N:42]=1)=[O:25]. The catalyst class is: 9.